From a dataset of Forward reaction prediction with 1.9M reactions from USPTO patents (1976-2016). Predict the product of the given reaction. The product is: [CH:22]([N:25]1[CH2:30][CH2:29][N:28]([C:17]([CH:16]2[C:14]3([CH2:13][CH2:12][N:11]([CH:9]4[CH2:35][CH2:36][O:31][CH2:32][CH2:33]4)[CH2:21][CH2:20]3)[CH2:15]2)=[O:19])[CH2:27][CH2:26]1)([CH3:24])[CH3:23]. Given the reactants C(O[C:9]([N:11]1[CH2:21][CH2:20][C:14]2([CH:16]([C:17]([OH:19])=O)[CH2:15]2)[CH2:13][CH2:12]1)=O)C1C=CC=CC=1.[CH:22]([N:25]1[CH2:30][CH2:29][NH:28][CH2:27][CH2:26]1)([CH3:24])[CH3:23].[O:31]1[CH2:36][CH2:35]C(=O)[CH2:33][CH2:32]1.C(=O)=O, predict the reaction product.